This data is from Full USPTO retrosynthesis dataset with 1.9M reactions from patents (1976-2016). The task is: Predict the reactants needed to synthesize the given product. (1) Given the product [Cl:35][C:30]1[CH:31]=[CH:32][CH:33]=[CH:34][C:29]=1[CH:27]([O:26][C:24]([NH:23][C:18]1[C:19]([CH3:22])=[N:20][O:21][C:17]=1[C:14]1[CH:15]=[CH:16][C:11]([CH2:10][N:7]2[CH:8]=[N:9][C:5]([C:3]([OH:4])=[O:2])=[N:6]2)=[CH:12][CH:13]=1)=[O:25])[CH3:28], predict the reactants needed to synthesize it. The reactants are: C[O:2][C:3]([C:5]1[N:9]=[CH:8][N:7]([CH2:10][C:11]2[CH:16]=[CH:15][C:14]([C:17]3[O:21][N:20]=[C:19]([CH3:22])[C:18]=3[NH:23][C:24]([O:26][CH:27]([C:29]3[CH:34]=[CH:33][CH:32]=[CH:31][C:30]=3[Cl:35])[CH3:28])=[O:25])=[CH:13][CH:12]=2)[N:6]=1)=[O:4].[OH-].[Li+].C1COCC1. (2) Given the product [Br:25][CH2:26][CH2:27][CH2:28][C:29]([NH:13][C:14]1[C:15]([S:23][CH3:24])=[N:16][C:17]([CH3:22])=[CH:18][C:19]=1[S:20][CH3:21])=[O:30], predict the reactants needed to synthesize it. The reactants are: C(N(CC)CC)C.C1COCC1.[NH2:13][C:14]1[C:15]([S:23][CH3:24])=[N:16][C:17]([CH3:22])=[CH:18][C:19]=1[S:20][CH3:21].[Br:25][CH2:26][CH2:27][CH2:28][C:29](Cl)=[O:30]. (3) Given the product [I:19][C:20]1[C:28]2[C:23](=[N:24][CH:25]=[N:26][C:27]=2[NH2:29])[N:22]([CH:16]([C:8]2[CH:9]=[C:10]3[N:15]([C:7]=2[C:1]2[CH:6]=[CH:5][CH:4]=[CH:3][CH:2]=2)[CH:14]=[CH:13][CH:12]=[CH:11]3)[CH3:17])[N:21]=1, predict the reactants needed to synthesize it. The reactants are: [C:1]1([C:7]2[N:15]3[C:10]([CH:11]=[CH:12][CH:13]=[CH:14]3)=[CH:9][C:8]=2[CH:16](O)[CH3:17])[CH:6]=[CH:5][CH:4]=[CH:3][CH:2]=1.[I:19][C:20]1[C:28]2[C:23](=[N:24][CH:25]=[N:26][C:27]=2[NH2:29])[NH:22][N:21]=1.C1C=CC(P(C2C=CC=CC=2)C2C=CC=CC=2)=CC=1.CC(OC(/N=N/C(OC(C)C)=O)=O)C. (4) Given the product [F:1][C:2]1[C:24]([S:25]([CH:27]2[CH2:32][CH2:31][N:30]([C:33]([CH3:37])([CH3:36])[CH2:34][OH:35])[CH2:29][CH2:28]2)(=[O:39])=[O:26])=[CH:23][C:5]2[C:6]3[N:7]([CH:11]=[C:12]([C:14]4[N:18]([CH:19]([CH3:20])[CH3:21])[N:17]=[C:16]([CH3:22])[N:15]=4)[N:13]=3)[CH2:8][CH2:9][O:10][C:4]=2[CH:3]=1, predict the reactants needed to synthesize it. The reactants are: [F:1][C:2]1[C:24]([S:25]([CH:27]2[CH2:32][CH2:31][N:30]([C:33]([CH3:37])([CH3:36])[CH2:34][OH:35])[CH2:29][CH2:28]2)=[O:26])=[CH:23][C:5]2[C:6]3[N:7]([CH:11]=[C:12]([C:14]4[N:18]([CH:19]([CH3:21])[CH3:20])[N:17]=[C:16]([CH3:22])[N:15]=4)[N:13]=3)[CH2:8][CH2:9][O:10][C:4]=2[CH:3]=1.C(O)(C(F)(F)F)=[O:39].C1C=C(Cl)C=C(C(OO)=O)C=1. (5) Given the product [N+:1]([C:4]1[CH:5]=[C:6]([C:7]([N:21]2[CH2:22][CH2:23][N:18]([CH2:16][CH3:17])[CH2:19][CH2:20]2)=[O:9])[CH:10]=[CH:11][C:12]=1[N+:13]([O-:15])=[O:14])([O-:3])=[O:2], predict the reactants needed to synthesize it. The reactants are: [N+:1]([C:4]1[CH:5]=[C:6]([CH:10]=[CH:11][C:12]=1[N+:13]([O-:15])=[O:14])[C:7]([OH:9])=O)([O-:3])=[O:2].[CH2:16]([N:18]1[CH2:23][CH2:22][NH:21][CH2:20][CH2:19]1)[CH3:17].